From a dataset of Full USPTO retrosynthesis dataset with 1.9M reactions from patents (1976-2016). Predict the reactants needed to synthesize the given product. Given the product [C:40]([C:36]1[CH:35]=[C:34]([NH:33][C:31]([CH:27]2[CH2:26][CH2:25][C:24]3[C:29](=[CH:30][C:21]([O:20][C:18]4[CH:17]=[CH:16][N:15]=[C:14]([N:13]=[C:2]=[O:4])[CH:19]=4)=[CH:22][CH:23]=3)[CH2:28]2)=[O:32])[CH:39]=[CH:38][CH:37]=1)([CH3:43])([CH3:42])[CH3:41], predict the reactants needed to synthesize it. The reactants are: Cl[C:2](Cl)([O:4]C(=O)OC(Cl)(Cl)Cl)Cl.[NH2:13][C:14]1[CH:19]=[C:18]([O:20][C:21]2[CH:30]=[C:29]3[C:24]([CH2:25][CH2:26][CH:27]([C:31]([NH:33][C:34]4[CH:39]=[CH:38][CH:37]=[C:36]([C:40]([CH3:43])([CH3:42])[CH3:41])[CH:35]=4)=[O:32])[CH2:28]3)=[CH:23][CH:22]=2)[CH:17]=[CH:16][N:15]=1.